Dataset: Full USPTO retrosynthesis dataset with 1.9M reactions from patents (1976-2016). Task: Predict the reactants needed to synthesize the given product. (1) The reactants are: [NH2:1][C:2]1[C:3]([Cl:8])=[N:4][CH:5]=[CH:6][CH:7]=1.O=[C:10]1[CH2:15][CH2:14][N:13]([C:16]([O:18][CH2:19][CH3:20])=[O:17])[CH2:12][CH2:11]1.FC(F)(F)C(O)=O.[BH4-].[Na+].[OH-].[Na+]. Given the product [Cl:8][C:3]1[C:2]([NH:1][CH:10]2[CH2:15][CH2:14][N:13]([C:16]([O:18][CH2:19][CH3:20])=[O:17])[CH2:12][CH2:11]2)=[CH:7][CH:6]=[CH:5][N:4]=1, predict the reactants needed to synthesize it. (2) The reactants are: [CH3:1][S:2]([O:5][C@@H:6]1[C@@H:12]([NH:13][C:14](=[O:26])[C:15]2[CH:20]=[CH:19][CH:18]=[C:17]([O:21][C:22](=[O:24])[CH3:23])[C:16]=2[CH3:25])[CH2:11][O:10][C:9]([CH3:28])(C)[O:8][CH2:7]1)(=[O:4])=[O:3].B(F)(F)F.CCOCC.C(OC(=O)C)(=O)C.CN(C)CCO. Given the product [C:9]([O:8][CH2:7][C@@H:6]([C@@H:12]1[CH2:11][O:26][C:14]([C:15]2[CH:20]=[CH:19][CH:18]=[C:17]([O:21][C:22](=[O:24])[CH3:23])[C:16]=2[CH3:25])=[N:13]1)[O:5][S:2]([CH3:1])(=[O:4])=[O:3])(=[O:10])[CH3:28], predict the reactants needed to synthesize it. (3) Given the product [CH3:17][C:18]1[CH:22]=[C:21]([CH3:23])[N:20]([C:2]2[N:7]=[C:6]([NH:9][C:10]3[CH:15]=[CH:14][C:13]([CH3:16])=[CH:12][CH:11]=3)[CH:5]=[CH:4][N:3]=2)[N:19]=1, predict the reactants needed to synthesize it. The reactants are: Cl[C:2]1[N:7]=[C:6](Cl)[CH:5]=[CH:4][N:3]=1.[NH2:9][C:10]1[CH:15]=[CH:14][C:13]([CH3:16])=[CH:12][CH:11]=1.[CH3:17][C:18]1[CH:22]=[C:21]([CH3:23])[NH:20][N:19]=1. (4) Given the product [CH3:1][NH:2][C:3]([C@@H:5]1[CH2:9][CH2:8][CH2:7][C@@H:6]1[NH:10][C:11]1[C:16]([Cl:17])=[CH:15][N:14]=[C:13]([NH:34][C:31]2[CH:32]=[CH:33][C:26]3[CH2:25][CH2:24][N:23]([CH2:22][CH2:21][O:20][CH3:19])[CH2:29][CH2:28][C:27]=3[CH:30]=2)[N:12]=1)=[O:4], predict the reactants needed to synthesize it. The reactants are: [CH3:1][NH:2][C:3]([C@@H:5]1[CH2:9][CH2:8][CH2:7][C@@H:6]1[NH:10][C:11]1[C:16]([Cl:17])=[CH:15][N:14]=[C:13](Cl)[N:12]=1)=[O:4].[CH3:19][O:20][CH2:21][CH2:22][N:23]1[CH2:29][CH2:28][C:27]2[CH:30]=[C:31]([NH2:34])[CH:32]=[CH:33][C:26]=2[CH2:25][CH2:24]1.C12(CS(O)(=O)=O)C(C)(C)C(CC1)CC2=O.